This data is from Reaction yield outcomes from USPTO patents with 853,638 reactions. The task is: Predict the reaction yield, written as a fraction of the theoretical maximum amount of product (1.0 means a 100% yield; for example, 0.34 means a 34% yield). The reactants are [CH3:1][O:2][CH2:3][CH2:4][O:5][C:6]1[CH:7]=[C:8]2[C:12](=[C:13]([N:15]([CH3:24])[S:16]([C:19]3[S:20][CH:21]=[CH:22][CH:23]=3)(=[O:18])=[O:17])[CH:14]=1)[NH:11][C:10]([C:25]1[S:26][CH:27]([CH2:30][C:31](OCC)=[O:32])[CH2:28][N:29]=1)=[CH:9]2.O1CCCC1.CO.[BH4-].[Li+]. The catalyst is O. The product is [OH:32][CH2:31][CH2:30][CH:27]1[S:26][C:25]([C:10]2[NH:11][C:12]3[C:8]([CH:9]=2)=[CH:7][C:6]([O:5][CH2:4][CH2:3][O:2][CH3:1])=[CH:14][C:13]=3[N:15]([CH3:24])[S:16]([C:19]2[S:20][CH:21]=[CH:22][CH:23]=2)(=[O:17])=[O:18])=[N:29][CH2:28]1. The yield is 0.560.